Predict which catalyst facilitates the given reaction. From a dataset of Catalyst prediction with 721,799 reactions and 888 catalyst types from USPTO. Reactant: O[C@H](C(C)(C)C)[C@@H](N([C:12]1[CH:17]=[CH:16][C:15]([C:18]2[CH:23]=[CH:22][CH:21]=[CH:20][CH:19]=2)=[CH:14][CH:13]=1)C(OC)=O)C(O)=O.O[C@@H:29]([C:51]([CH3:54])([CH3:53])[CH3:52])[C@@H:30]([N:34]([C:39]1C=CC(C2C=CC=CC=2)=CC=1)[C:35]([O:37]C)=[O:36])[C:31]([OH:33])=[O:32].CCN(CC)CC.CN(C(ON1N=NC2C=CC=CC1=2)=[N+](C)C)C.[B-](F)(F)(F)F. Product: [C:18]1([C:15]2[CH:14]=[CH:13][C:12]([O:37][C:35](=[O:36])[N:34]([CH3:39])[C@H:30]3[C:31](=[O:33])[O:32][C@@H:29]3[C:51]([CH3:54])([CH3:53])[CH3:52])=[CH:17][CH:16]=2)[CH:19]=[CH:20][CH:21]=[CH:22][CH:23]=1. The catalyst class is: 2.